This data is from Forward reaction prediction with 1.9M reactions from USPTO patents (1976-2016). The task is: Predict the product of the given reaction. (1) Given the reactants [N:1]([C:4]1[CH:14]=[CH:13][C:12]([C:15]2[CH:16]=[C:17]3[C:23]([C:24]4[CH:29]=[CH:28][CH:27]=[CH:26][C:25]=4[O:30][CH3:31])=[CH:22][N:21](S(C4C=CC(C)=CC=4)(=O)=O)[C:18]3=[N:19][CH:20]=2)=[CH:11][C:5]=1[C:6]([N:8]([CH3:10])[CH3:9])=[O:7])=[C:2]=[O:3].[NH:42]1[CH2:47][CH2:46][O:45][CH2:44][CH2:43]1, predict the reaction product. The product is: [CH3:10][N:8]([CH3:9])[C:6]([C:5]1[CH:11]=[C:12]([C:15]2[CH:16]=[C:17]3[C:23]([C:24]4[CH:29]=[CH:28][CH:27]=[CH:26][C:25]=4[O:30][CH3:31])=[CH:22][NH:21][C:18]3=[N:19][CH:20]=2)[CH:13]=[CH:14][C:4]=1[NH:1][C:2]([N:42]1[CH2:47][CH2:46][O:45][CH2:44][CH2:43]1)=[O:3])=[O:7]. (2) Given the reactants [NH2:1][C:2]1[CH:7]=[CH:6][C:5]([C:8]2[CH:13]=[CH:12][C:11]([N:14]3[C:18]([CH3:20])([CH3:19])[C:17](=[O:21])[N:16]([C:22]4[CH:29]=[CH:28][C:25]([C:26]#[N:27])=[C:24]([C:30]([F:33])([F:32])[F:31])[CH:23]=4)[C:15]3=[S:34])=[CH:10][CH:9]=2)=[CH:4][CH:3]=1.C(O)(=O)C.O=[CH:40][CH2:41][CH2:42][CH2:43][O:44][CH2:45][C:46]([O:48][C:49]([CH3:52])([CH3:51])[CH3:50])=[O:47].C(O[BH-](OC(=O)C)OC(=O)C)(=O)C.[Na+], predict the reaction product. The product is: [C:26]([C:25]1[CH:28]=[CH:29][C:22]([N:16]2[C:17](=[O:21])[C:18]([CH3:20])([CH3:19])[N:14]([C:11]3[CH:10]=[CH:9][C:8]([C:5]4[CH:4]=[CH:3][C:2]([NH:1][CH2:40][CH2:41][CH2:42][CH2:43][O:44][CH2:45][C:46]([O:48][C:49]([CH3:50])([CH3:52])[CH3:51])=[O:47])=[CH:7][CH:6]=4)=[CH:13][CH:12]=3)[C:15]2=[S:34])=[CH:23][C:24]=1[C:30]([F:32])([F:33])[F:31])#[N:27]. (3) Given the reactants [CH2:1]([CH:4]([C:8]1[S:9][CH:10]=[CH:11][CH:12]=1)[CH2:5][CH2:6][CH3:7])[CH2:2][CH3:3].[Li]CCCC.[CH3:18][Sn:19](Cl)([CH3:21])[CH3:20], predict the reaction product. The product is: [CH2:1]([CH:4]([C:8]1[S:9][C:10]([Sn:19]([CH3:21])([CH3:20])[CH3:18])=[CH:11][CH:12]=1)[CH2:5][CH2:6][CH3:7])[CH2:2][CH3:3]. (4) Given the reactants [CH:1]([Si:4](Cl)([CH:8]([CH3:10])[CH3:9])[CH:5]([CH3:7])[CH3:6])([CH3:3])[CH3:2].[F:12][C:13]1[CH:14]=[C:15]([OH:20])[CH:16]=[CH:17][C:18]=1[F:19].N1C=CN=C1, predict the reaction product. The product is: [F:12][C:13]1[CH:14]=[C:15]([CH:16]=[CH:17][C:18]=1[F:19])[O:20][Si:4]([CH:8]([CH3:10])[CH3:9])([CH:5]([CH3:7])[CH3:6])[CH:1]([CH3:3])[CH3:2]. (5) Given the reactants [H-].[Na+].[CH3:3][CH:4]([OH:6])[CH3:5].Br[C:8]1[C:17]2[C:12](=[CH:13][C:14]([OH:18])=[CH:15][CH:16]=2)[CH:11]=[C:10]([NH:19][C:20]2[CH:24]=[C:23]([CH3:25])[NH:22][N:21]=2)[N:9]=1, predict the reaction product. The product is: [CH:4]([O:6][C:8]1[C:17]2[C:12](=[CH:13][C:14]([OH:18])=[CH:15][CH:16]=2)[CH:11]=[C:10]([NH:19][C:20]2[CH:24]=[C:23]([CH3:25])[NH:22][N:21]=2)[N:9]=1)([CH3:5])[CH3:3]. (6) Given the reactants [CH:1]([O:4][C:5]1[CH:16]=[CH:15][C:8]([O:9][C:10]2[S:11][CH:12]=[CH:13][N:14]=2)=[CH:7][CH:6]=1)([CH3:3])[CH3:2].C([Li])CCC.[CH2:22]([Sn:26](Cl)([CH2:31][CH2:32][CH2:33][CH3:34])[CH2:27][CH2:28][CH2:29][CH3:30])[CH2:23][CH2:24][CH3:25].O, predict the reaction product. The product is: [CH:1]([O:4][C:5]1[CH:16]=[CH:15][C:8]([O:9][C:10]2[S:11][C:12]([Sn:26]([CH2:27][CH2:28][CH2:29][CH3:30])([CH2:31][CH2:32][CH2:33][CH3:34])[CH2:22][CH2:23][CH2:24][CH3:25])=[CH:13][N:14]=2)=[CH:7][CH:6]=1)([CH3:3])[CH3:2]. (7) Given the reactants [NH2:1][C:2]1[S:6][N:5]=[C:4](/[C:7](=[N:11]/[O:12][C:13]([CH3:22])([CH3:21])[C:14]([O:16][C:17]([CH3:20])([CH3:19])[CH3:18])=[O:15])/[C:8]([OH:10])=[O:9])[N:3]=1.C[Si]([N-][Si](C)(C)C)(C)C.[Na+].[C:33](O[C:33]([O:35][C:36]([CH3:39])([CH3:38])[CH3:37])=[O:34])([O:35][C:36]([CH3:39])([CH3:38])[CH3:37])=[O:34].C(OCC)(=O)C, predict the reaction product. The product is: [C:36]([O:35][C:33]([NH:1][C:2]1[S:6][N:5]=[C:4](/[C:7](=[N:11]/[O:12][C:13]([CH3:22])([CH3:21])[C:14]([O:16][C:17]([CH3:20])([CH3:19])[CH3:18])=[O:15])/[C:8]([OH:10])=[O:9])[N:3]=1)=[O:34])([CH3:39])([CH3:38])[CH3:37]. (8) The product is: [CH3:1][O:2][C:3]1[CH:4]=[C:5]2[C:10](=[CH:11][C:12]=1[NH2:13])[CH2:9][N:8]([CH:16]([CH3:19])[CH2:17][CH3:18])[CH2:7][CH2:6]2. Given the reactants [CH3:1][O:2][C:3]1[CH:4]=[C:5]2[C:10](=[CH:11][C:12]=1[N+:13]([O-])=O)[CH2:9][N:8]([CH:16]([CH3:19])[CH2:17][CH3:18])[CH2:7][CH2:6]2.[H][H], predict the reaction product.